From a dataset of Full USPTO retrosynthesis dataset with 1.9M reactions from patents (1976-2016). Predict the reactants needed to synthesize the given product. (1) Given the product [ClH:36].[ClH:36].[CH3:35][O:34][C:27]1[N:26]=[CH:25][C:24]([N:22]2[CH2:21][CH2:20][C:16]3[N:17]=[CH:18][N:19]=[C:14]([O:13][C@H:10]4[CH2:11][CH2:12][NH:8][CH2:9]4)[C:15]=3[CH2:23]2)=[CH:29][C:28]=1[C:30]([F:33])([F:31])[F:32], predict the reactants needed to synthesize it. The reactants are: C(OC([N:8]1[CH2:12][CH2:11][C@H:10]([O:13][C:14]2[C:15]3[CH2:23][N:22]([C:24]4[CH:25]=[N:26][C:27]([O:34][CH3:35])=[C:28]([C:30]([F:33])([F:32])[F:31])[CH:29]=4)[CH2:21][CH2:20][C:16]=3[N:17]=[CH:18][N:19]=2)[CH2:9]1)=O)(C)(C)C.[ClH:36].C(OCC)C. (2) Given the product [Br:16][C:13]1[CH:14]=[CH:15][C:10]([C:9]2[O:8][N:7]=[C:6]([CH3:18])[C:5]=2[C:3]([OH:4])=[O:2])=[CH:11][C:12]=1[CH3:17], predict the reactants needed to synthesize it. The reactants are: C[O:2][C:3]([C:5]1[C:6]([CH3:18])=[N:7][O:8][C:9]=1[C:10]1[CH:15]=[CH:14][C:13]([Br:16])=[C:12]([CH3:17])[CH:11]=1)=[O:4].[Li+].[OH-]. (3) The reactants are: [C:1](Cl)(=[O:5])[CH:2]([CH3:4])[CH3:3].[NH2:7][CH2:8][C:9]1[C:14]([CH2:15][OH:16])=[C:13]([CH3:17])[CH:12]=[CH:11][N:10]=1.O. Given the product [OH:16][CH2:15][C:14]1[C:9]([CH2:8][NH:7][C:1](=[O:5])[CH:2]([CH3:4])[CH3:3])=[N:10][CH:11]=[CH:12][C:13]=1[CH3:17], predict the reactants needed to synthesize it. (4) Given the product [CH3:1][N:2]([C:4]([NH:6][C:7]([NH2:9])=[NH:8])=[NH:5])[CH3:3], predict the reactants needed to synthesize it. The reactants are: [CH3:1][N:2]([C:4]([N:6]=[C:7]([NH2:9])[NH2:8])=[NH:5])[CH3:3].Cl.CCCC1C=CC2OC(C(O)=O)=CC(=O)C=2C=1.